This data is from Full USPTO retrosynthesis dataset with 1.9M reactions from patents (1976-2016). The task is: Predict the reactants needed to synthesize the given product. (1) Given the product [CH3:3][S:4][CH2:5][CH2:6][C:7]1[CH:8]=[CH:9][C:10]2[N:11]([N:13]=[C:14]([C:27]3[CH:32]=[CH:31][CH:30]=[CH:29][CH:28]=3)[C:15]=2[CH2:16][C:17]2[N:22]=[C:21]([C:23]([OH:25])=[O:24])[CH:20]=[CH:19][CH:18]=2)[CH:12]=1, predict the reactants needed to synthesize it. The reactants are: [OH-].[K+].[CH3:3][S:4][CH2:5][CH2:6][C:7]1[CH:8]=[CH:9][C:10]2[N:11]([N:13]=[C:14]([C:27]3[CH:32]=[CH:31][CH:30]=[CH:29][CH:28]=3)[C:15]=2[CH2:16][C:17]2[N:22]=[C:21]([C:23]([O:25]C)=[O:24])[CH:20]=[CH:19][CH:18]=2)[CH:12]=1.Cl. (2) The reactants are: [CH3:1][N:2]1[C:6]([C:7]2[CH:16]=[CH:15][C:14]3[C:13](=[O:17])[CH2:12][CH2:11][CH2:10][C:9]=3[CH:8]=2)=[CH:5][CH:4]=[C:3]1[C:18]#[N:19].[C:20]([Mg]Br)#[C:21][CH3:22]. Given the product [OH:17][C:13]1([C:20]#[C:21][CH3:22])[CH2:12][CH2:11][CH2:10][C:9]2[CH:8]=[C:7]([C:6]3[N:2]([CH3:1])[C:3]([C:18]#[N:19])=[CH:4][CH:5]=3)[CH:16]=[CH:15][C:14]1=2, predict the reactants needed to synthesize it. (3) Given the product [CH:3]1([N:7]2[CH2:8][CH2:9][C:10]3[CH:17]=[CH:16][C:15]([O:18][C:20]4[S:21][C:22]([N+:25]([O-:27])=[O:26])=[CH:23][N:24]=4)=[CH:14][C:11]=3[CH2:12][CH2:13]2)[CH2:6][CH2:5][CH2:4]1, predict the reactants needed to synthesize it. The reactants are: [H-].[Na+].[CH:3]1([N:7]2[CH2:13][CH2:12][C:11]3[CH:14]=[C:15]([OH:18])[CH:16]=[CH:17][C:10]=3[CH2:9][CH2:8]2)[CH2:6][CH2:5][CH2:4]1.Br[C:20]1[S:21][C:22]([N+:25]([O-:27])=[O:26])=[CH:23][N:24]=1. (4) The reactants are: [N+:1]([C:4]1[CH:5]=[N:6][NH:7][CH:8]=1)([O-:3])=[O:2].Br[CH2:10][CH2:11][O:12][CH3:13].C(=O)([O-])[O-].[K+].[K+]. Given the product [CH3:13][O:12][CH2:11][CH2:10][N:6]1[CH:5]=[C:4]([N+:1]([O-:3])=[O:2])[CH:8]=[N:7]1, predict the reactants needed to synthesize it. (5) The reactants are: [C:1]([O:4][C:5]1[CH:13]=[C:12]([F:14])[CH:11]=[CH:10][C:6]=1[C:7](O)=[O:8])(=[O:3])[CH3:2].N1C=CC=CC=1.C(Cl)(=O)C([Cl:24])=O. Given the product [C:1]([O:4][C:5]1[CH:13]=[C:12]([F:14])[CH:11]=[CH:10][C:6]=1[C:7]([Cl:24])=[O:8])(=[O:3])[CH3:2], predict the reactants needed to synthesize it. (6) Given the product [C:28]([O:27][C:25](=[O:26])[NH:1][C@:2]1([CH2:23][OH:24])[CH2:6][CH2:5][C@H:4]([C:7]2[CH:16]=[CH:15][C:14]3[CH2:13][C@H:12]([CH2:17][CH2:18][CH2:19][CH2:20][CH2:21][CH3:22])[CH2:11][CH2:10][C:9]=3[CH:8]=2)[CH2:3]1)([CH3:31])([CH3:30])[CH3:29], predict the reactants needed to synthesize it. The reactants are: [NH2:1][C@:2]1([CH2:23][OH:24])[CH2:6][CH2:5][C@H:4]([C:7]2[CH:16]=[CH:15][C:14]3[CH2:13][C@H:12]([CH2:17][CH2:18][CH2:19][CH2:20][CH2:21][CH3:22])[CH2:11][CH2:10][C:9]=3[CH:8]=2)[CH2:3]1.[C:25](O[C:25]([O:27][C:28]([CH3:31])([CH3:30])[CH3:29])=[O:26])([O:27][C:28]([CH3:31])([CH3:30])[CH3:29])=[O:26]. (7) Given the product [ClH:1].[CH3:17][OH:18].[Cl:1][C:2]1[CH:3]=[C:4]2[C:9](=[CH:10][CH:11]=1)[CH:8]=[C:7]([S:12]([N:15]([C@H:21]1[CH2:25][CH2:24][N:23]([C@@H:26]([CH3:35])[C:27](=[O:34])[N:28]3[CH2:33][CH2:32][CH2:31][CH2:30][CH2:29]3)[C:22]1=[O:36])[CH2:16][C:17]([OH:19])=[O:18])(=[O:13])=[O:14])[CH:6]=[CH:5]2, predict the reactants needed to synthesize it. The reactants are: [Cl:1][C:2]1[CH:3]=[C:4]2[C:9](=[CH:10][CH:11]=1)[CH:8]=[C:7]([S:12]([N:15]([C@H:21]1[CH2:25][CH2:24][N:23]([C@@H:26]([CH3:35])[C:27](=[O:34])[N:28]3[CH2:33][CH2:32][CH2:31][CH2:30][CH2:29]3)[C:22]1=[O:36])[CH2:16][C:17]([O:19]C)=[O:18])(=[O:14])=[O:13])[CH:6]=[CH:5]2.[OH-].[Li+].Cl. (8) The reactants are: FC(F)(F)C(O)=O.[Br:8][C:9]1[CH:10]=[N:11][C:12]([C:15]2([C:36]#[N:37])[CH:19]([CH2:20][C:21]([CH3:24])([CH3:23])[CH3:22])[NH:18][CH:17]([C:25]([OH:27])=O)[CH:16]2[C:28]2[CH:33]=[CH:32][CH:31]=[C:30]([Cl:34])[C:29]=2[F:35])=[N:13][CH:14]=1.[CH3:38][C:39]1([CH3:47])[O:43][C@@H:42]([CH2:44][CH2:45][NH2:46])[CH2:41][O:40]1.CN(C(ON1N=NC2C=CC=NC1=2)=[N+](C)C)C.F[P-](F)(F)(F)(F)F.CCN(C(C)C)C(C)C. Given the product [CH3:38][C:39]1([CH3:47])[O:43][C@@H:42]([CH2:44][CH2:45][NH:46][C:25]([CH:17]2[CH:16]([C:28]3[CH:33]=[CH:32][CH:31]=[C:30]([Cl:34])[C:29]=3[F:35])[C:15]([C:12]3[N:13]=[CH:14][C:9]([Br:8])=[CH:10][N:11]=3)([C:36]#[N:37])[CH:19]([CH2:20][C:21]([CH3:24])([CH3:23])[CH3:22])[NH:18]2)=[O:27])[CH2:41][O:40]1, predict the reactants needed to synthesize it.